This data is from Full USPTO retrosynthesis dataset with 1.9M reactions from patents (1976-2016). The task is: Predict the reactants needed to synthesize the given product. (1) Given the product [NH2:1][C:2]1[CH:7]=[C:6]([O:19][C:11]2[CH:12]=[CH:13][C:14]([N+:16]([O-:18])=[O:17])=[CH:15][C:10]=2[F:9])[CH:5]=[CH:4][N:3]=1, predict the reactants needed to synthesize it. The reactants are: [NH2:1][C:2]1[CH:7]=[C:6](Cl)[CH:5]=[CH:4][N:3]=1.[F:9][C:10]1[CH:15]=[C:14]([N+:16]([O-:18])=[O:17])[CH:13]=[CH:12][C:11]=1[OH:19].C(N(CC)C(C)C)(C)C. (2) Given the product [C:1]([SiH2:5][O:6][C:7]([CH3:16])([CH3:15])[CH:8]1[CH2:13][CH:12]([O:14][S:18]([CH3:17])(=[O:20])=[O:19])[CH2:11][CH2:10][O:9]1)([CH3:4])([CH3:2])[CH3:3], predict the reactants needed to synthesize it. The reactants are: [C:1]([SiH2:5][O:6][C:7]([CH3:16])([CH3:15])[CH:8]1[CH2:13][CH:12]([OH:14])[CH2:11][CH2:10][O:9]1)([CH3:4])([CH3:3])[CH3:2].[CH3:17][S:18](Cl)(=[O:20])=[O:19].